From a dataset of Catalyst prediction with 721,799 reactions and 888 catalyst types from USPTO. Predict which catalyst facilitates the given reaction. Reactant: [C:1]([O:4][C:5](=O)[CH3:6])(=[O:3])[CH3:2].[C:8]([C:11]1[CH:23]=[CH:22][C:21]2[C:20]3[C:15](=[CH:16]C(O)=C[CH:19]=3)[CH2:14][C:13]=2[CH:12]=1)(=[O:10])[CH3:9].N1C=CC=CC=1. Product: [C:8]([C:11]1[CH:23]=[CH:22][C:21]2[C:20]3[C:15](=[CH:16][C:5]([O:4][C:1](=[O:3])[CH3:2])=[CH:6][CH:19]=3)[CH2:14][C:13]=2[CH:12]=1)(=[O:10])[CH3:9]. The catalyst class is: 1.